Dataset: Forward reaction prediction with 1.9M reactions from USPTO patents (1976-2016). Task: Predict the product of the given reaction. (1) Given the reactants [CH3:1][C:2]1[CH:7]=[CH:6][CH:5]=[CH:4][C:3]=1[C:8]1[CH:16]=[CH:15][C:11]([C:12]([OH:14])=O)=[CH:10][CH:9]=1.C(Cl)(=O)C(Cl)=O.C(=O)([O-])[O-].[K+].[K+].[CH:29]([NH:32][CH:33]([CH3:35])[CH3:34])([CH3:31])[CH3:30], predict the reaction product. The product is: [CH:29]([N:32]([CH:33]([CH3:35])[CH3:34])[C:12](=[O:14])[C:11]1[CH:10]=[CH:9][C:8]([C:3]2[CH:4]=[CH:5][CH:6]=[CH:7][C:2]=2[CH3:1])=[CH:16][CH:15]=1)([CH3:31])[CH3:30]. (2) Given the reactants C[O:2][C:3](=[O:33])[CH:4]([NH:8][C:9]([C:11]1[O:15][N:14]=[C:13]([C:16]2[CH:21]=[CH:20][C:19]([NH:22][C:23]([NH:25][C:26]3[CH:31]=[CH:30][CH:29]=[CH:28][C:27]=3[F:32])=[O:24])=[CH:18][CH:17]=2)[CH:12]=1)=[O:10])[CH:5]([CH3:7])[CH3:6].[Li+].[OH-].Cl, predict the reaction product. The product is: [F:32][C:27]1[CH:28]=[CH:29][CH:30]=[CH:31][C:26]=1[NH:25][C:23](=[O:24])[NH:22][C:19]1[CH:20]=[CH:21][C:16]([C:13]2[CH:12]=[C:11]([C:9]([NH:8][CH:4]([CH:5]([CH3:6])[CH3:7])[C:3]([OH:33])=[O:2])=[O:10])[O:15][N:14]=2)=[CH:17][CH:18]=1.